From a dataset of Full USPTO retrosynthesis dataset with 1.9M reactions from patents (1976-2016). Predict the reactants needed to synthesize the given product. (1) Given the product [Cl:1][C:2]1[CH:11]=[CH:10][C:9]([Cl:12])=[C:8]2[C:3]=1[CH:4]=[C:5]([O:13][S:21]([C:24]([F:27])([F:26])[F:25])(=[O:23])=[O:22])[N:6]=[CH:7]2, predict the reactants needed to synthesize it. The reactants are: [Cl:1][C:2]1[CH:11]=[CH:10][C:9]([Cl:12])=[C:8]2[C:3]=1[CH:4]=[C:5]([OH:13])[N:6]=[CH:7]2.C1C=CC(N([S:21]([C:24]([F:27])([F:26])[F:25])(=[O:23])=[O:22])[S:21]([C:24]([F:27])([F:26])[F:25])(=[O:23])=[O:22])=CC=1.C(N(CC)CC)C. (2) Given the product [Si:13]([O:16][C@@H:17]1[C@H:18]([CH2:38][O:39][CH2:40][O:41][CH3:42])[CH2:19][C@@H:20]([C:22]2[C:26]3[N:27]=[CH:28][N:29]=[C:30]([NH:8][CH2:7][CH:1]4[CH2:6][CH2:5][CH2:4][CH2:3][CH2:2]4)[C:25]=3[S:24][CH:23]=2)[CH2:21]1)([C:9]([CH3:12])([CH3:10])[CH3:11])([CH3:14])[CH3:15], predict the reactants needed to synthesize it. The reactants are: [CH:1]1([CH2:7][NH2:8])[CH2:6][CH2:5][CH2:4][CH2:3][CH2:2]1.[C:9]([Si:13]([O:16][C@H:17]1[CH2:21][C@H:20]([C:22]2[C:26]3[N:27]=[CH:28][N:29]=[C:30](S(C(C)(C)C)(=O)=O)[C:25]=3[S:24][CH:23]=2)[CH2:19][C@H:18]1[CH2:38][O:39][CH2:40][O:41][CH3:42])([CH3:15])[CH3:14])([CH3:12])([CH3:11])[CH3:10]. (3) The reactants are: [C:1]1([CH:7]([C:20]2[CH:25]=[CH:24][CH:23]=[CH:22][CH:21]=2)[CH2:8][CH2:9][NH:10][C:11](=[O:19])[C:12]2[CH:17]=[CH:16][C:15]([OH:18])=[N:14][CH:13]=2)[CH:6]=[CH:5][CH:4]=[CH:3][CH:2]=1.Br[CH2:27][C:28]#[N:29]. Given the product [C:20]1([CH:7]([C:1]2[CH:2]=[CH:3][CH:4]=[CH:5][CH:6]=2)[CH2:8][CH2:9][NH:10][C:11]([C:12]2[CH:17]=[CH:16][C:15](=[O:18])[N:14]([CH2:27][C:28]#[N:29])[CH:13]=2)=[O:19])[CH:25]=[CH:24][CH:23]=[CH:22][CH:21]=1, predict the reactants needed to synthesize it. (4) Given the product [Cl:1][C:2]1[CH:3]=[C:4]([NH:9][C:10]2[C:11]3[N:19]=[C:18]([N:20]4[CH2:25][CH2:24][C:23]([NH2:30])([C:26]([O:28][CH3:29])=[O:27])[CH2:22][CH2:21]4)[N:17]=[CH:16][C:12]=3[N:13]=[CH:14][N:15]=2)[CH:5]=[CH:6][C:7]=1[F:8], predict the reactants needed to synthesize it. The reactants are: [Cl:1][C:2]1[CH:3]=[C:4]([NH:9][C:10]2[C:11]3[N:19]=[C:18]([N:20]4[CH2:25][CH2:24][C:23]([NH:30]C(OC(C)(C)C)=O)([C:26]([O:28][CH3:29])=[O:27])[CH2:22][CH2:21]4)[N:17]=[CH:16][C:12]=3[N:13]=[CH:14][N:15]=2)[CH:5]=[CH:6][C:7]=1[F:8].FC(F)(F)C(O)=O. (5) The reactants are: C([C@H]1[O:9][C:8](=[O:10])[C@:7]([C:17]2[CH2:21][CH2:20][CH2:19][CH:18]=2)([C:11]2[CH:16]=[CH:15][CH:14]=[CH:13][CH:12]=2)[O:6]1)(C)(C)C.CO.O.[OH-].[K+]. Given the product [C:17]1([C@:7]([OH:6])([C:11]2[CH:12]=[CH:13][CH:14]=[CH:15][CH:16]=2)[C:8]([OH:10])=[O:9])[CH2:21][CH2:20][CH2:19][CH:18]=1, predict the reactants needed to synthesize it. (6) Given the product [F:1][C:2]1[CH:3]=[CH:4][C:5]([CH2:6][N:7]2[CH2:8][CH2:9][C:10]3([O:13][CH2:18]3)[CH2:11][CH2:12]2)=[CH:14][CH:15]=1, predict the reactants needed to synthesize it. The reactants are: [F:1][C:2]1[CH:15]=[CH:14][C:5]([CH2:6][N:7]2[CH2:12][CH2:11][C:10](=[O:13])[CH2:9][CH2:8]2)=[CH:4][CH:3]=1.[OH-].[Na+].[C:18]1(C)C=CC=CC=1. (7) Given the product [F:19][CH:2]([F:1])/[CH:3]=[CH:4]/[C:5]1([OH:18])[CH2:6][CH2:7][NH:8][CH2:9][CH2:10]1, predict the reactants needed to synthesize it. The reactants are: [F:1][CH:2]([F:19])/[CH:3]=[CH:4]/[C:5]1([OH:18])[CH2:10][CH2:9][N:8](C(OC(C)(C)C)=O)[CH2:7][CH2:6]1.